From a dataset of Forward reaction prediction with 1.9M reactions from USPTO patents (1976-2016). Predict the product of the given reaction. (1) Given the reactants [CH2:1]([O:8][C:9]1[CH:14]=[CH:13][C:12]([C:15]2[C:19]([C:20]3[CH:25]=[CH:24][N:23]=[CH:22][CH:21]=3)=[CH:18][NH:17][N:16]=2)=[CH:11][CH:10]=1)[C:2]1[CH:7]=[CH:6][CH:5]=[CH:4][CH:3]=1.C(=O)([O-])[O-].[Cs+].[Cs+].[F:32][C:33]([F:37])([F:36])[CH2:34]I.O, predict the reaction product. The product is: [CH2:1]([O:8][C:9]1[CH:10]=[CH:11][C:12]([C:15]2[C:19]([C:20]3[CH:21]=[CH:22][N:23]=[CH:24][CH:25]=3)=[CH:18][N:17]([CH2:34][C:33]([F:37])([F:36])[F:32])[N:16]=2)=[CH:13][CH:14]=1)[C:2]1[CH:3]=[CH:4][CH:5]=[CH:6][CH:7]=1. (2) Given the reactants [CH3:1][O:2][C:3]1([C:6](=O)[CH2:7][C:8]#[N:9])[CH2:5][CH2:4]1.Cl.[C:12]1([CH3:20])[CH:17]=[CH:16][C:15]([NH:18][NH2:19])=[CH:14][CH:13]=1, predict the reaction product. The product is: [CH3:1][O:2][C:3]1([C:6]2[CH:7]=[C:8]([NH2:9])[N:18]([C:15]3[CH:16]=[CH:17][C:12]([CH3:20])=[CH:13][CH:14]=3)[N:19]=2)[CH2:5][CH2:4]1. (3) Given the reactants [F:1][C:2]1[CH:3]=[C:4]([CH:6]=[CH:7][CH:8]=1)[NH2:5].[H-].[Na+].F[C:12]1[CH:17]=[CH:16][CH:15]=[CH:14][C:13]=1[N+:18]([O-:20])=[O:19], predict the reaction product. The product is: [F:1][C:2]1[CH:3]=[C:4]([NH:5][C:12]2[CH:17]=[CH:16][CH:15]=[CH:14][C:13]=2[N+:18]([O-:20])=[O:19])[CH:6]=[CH:7][CH:8]=1.